Dataset: Full USPTO retrosynthesis dataset with 1.9M reactions from patents (1976-2016). Task: Predict the reactants needed to synthesize the given product. Given the product [Cl:22][C:23]1[CH:28]=[CH:27][C:26]([NH:29][C:30]([O:21][CH2:20][C:5]2[CH:6]=[C:7]([CH:18]=[CH:19][C:4]=2[O:3][CH2:1][CH3:2])[CH2:8][CH:9]([C:14]([O:16][CH3:17])=[O:15])[C:10]([O:12][CH3:13])=[O:11])=[O:31])=[CH:25][CH:24]=1, predict the reactants needed to synthesize it. The reactants are: [CH2:1]([O:3][C:4]1[CH:19]=[CH:18][C:7]([CH2:8][CH:9]([C:14]([O:16][CH3:17])=[O:15])[C:10]([O:12][CH3:13])=[O:11])=[CH:6][C:5]=1[CH2:20][OH:21])[CH3:2].[Cl:22][C:23]1[CH:28]=[CH:27][C:26]([N:29]=[C:30]=[O:31])=[CH:25][CH:24]=1.